From a dataset of Peptide-MHC class II binding affinity with 134,281 pairs from IEDB. Regression. Given a peptide amino acid sequence and an MHC pseudo amino acid sequence, predict their binding affinity value. This is MHC class II binding data. (1) The peptide sequence is GLVPKLDAAYSVAYK. The MHC is HLA-DQA10301-DQB10302 with pseudo-sequence HLA-DQA10301-DQB10302. The binding affinity (normalized) is 0.284. (2) The peptide sequence is ETAYFILKLAGRWPVKVI. The MHC is HLA-DQA10301-DQB10302 with pseudo-sequence HLA-DQA10301-DQB10302. The binding affinity (normalized) is 0.180. (3) The peptide sequence is LLNAKFFHMNIYECK. The MHC is HLA-DPA10103-DPB10201 with pseudo-sequence HLA-DPA10103-DPB10201. The binding affinity (normalized) is 0.492.